This data is from Full USPTO retrosynthesis dataset with 1.9M reactions from patents (1976-2016). The task is: Predict the reactants needed to synthesize the given product. Given the product [Cl:1][C:2]1[CH:10]=[CH:9][C:5]([C:6]([N:24]2[CH2:23][CH2:22][CH:21]([NH:20][C:18](=[O:19])[C:17]3[CH:27]=[C:13]([F:12])[CH:14]=[N:15][C:16]=3[O:28][C:29]3[CH:34]=[CH:33][CH:32]=[C:31]([S:35][CH3:36])[CH:30]=3)[CH2:26][CH2:25]2)=[O:8])=[C:4]([OH:11])[CH:3]=1, predict the reactants needed to synthesize it. The reactants are: [Cl:1][C:2]1[CH:10]=[CH:9][C:5]([C:6]([OH:8])=O)=[C:4]([OH:11])[CH:3]=1.[F:12][C:13]1[CH:14]=[N:15][C:16]([O:28][C:29]2[CH:34]=[CH:33][CH:32]=[C:31]([S:35][CH3:36])[CH:30]=2)=[C:17]([CH:27]=1)[C:18]([NH:20][CH:21]1[CH2:26][CH2:25][NH:24][CH2:23][CH2:22]1)=[O:19].ON1C2C=CC=CC=2N=N1.CN1CCOCC1.Cl.CN(C)CCCN=C=NCC.